From a dataset of Peptide-MHC class I binding affinity with 185,985 pairs from IEDB/IMGT. Regression. Given a peptide amino acid sequence and an MHC pseudo amino acid sequence, predict their binding affinity value. This is MHC class I binding data. (1) The peptide sequence is LDEWSVATFY. The MHC is HLA-A30:02 with pseudo-sequence HLA-A30:02. The binding affinity (normalized) is 0.427. (2) The peptide sequence is VTRPLRTMV. The MHC is HLA-B07:02 with pseudo-sequence HLA-B07:02. The binding affinity (normalized) is 0.0847. (3) The peptide sequence is KHYWDAIRF. The MHC is Mamu-A20102 with pseudo-sequence Mamu-A20102. The binding affinity (normalized) is 0.259. (4) The MHC is HLA-A02:02 with pseudo-sequence HLA-A02:02. The peptide sequence is CLEAKTHFST. The binding affinity (normalized) is 0.129. (5) The peptide sequence is MIYDLNAVT. The MHC is HLA-A02:02 with pseudo-sequence HLA-A02:02. The binding affinity (normalized) is 0.473. (6) The MHC is HLA-B57:01 with pseudo-sequence HLA-B57:01. The binding affinity (normalized) is 0.0847. The peptide sequence is MLLGELLTF. (7) The peptide sequence is TQSVLCVKK. The MHC is HLA-A11:01 with pseudo-sequence HLA-A11:01. The binding affinity (normalized) is 0.825. (8) The MHC is HLA-B27:05 with pseudo-sequence HLA-B27:05. The binding affinity (normalized) is 0.551. The peptide sequence is KQLGQVMLL. (9) The peptide sequence is QLPQGTTLPK. The MHC is HLA-A11:01 with pseudo-sequence HLA-A11:01. The binding affinity (normalized) is 0.447.